Predict the reaction yield, written as a fraction of the theoretical maximum amount of product (1.0 means a 100% yield; for example, 0.34 means a 34% yield). From a dataset of Reaction yield outcomes from USPTO patents with 853,638 reactions. (1) The reactants are N[C:2]1[NH:3][C:4](=[O:19])[C:5]2[N:6]([CH2:11][C:12]3[CH:17]=[CH:16][C:15]([Cl:18])=[CH:14][CH:13]=3)[CH:7]=[N:8][C:9]=2[N:10]=1.N([O-])=[O:21].[Na+]. The catalyst is C(O)(=O)C.O. The product is [Cl:18][C:15]1[CH:16]=[CH:17][C:12]([CH2:11][N:6]2[C:5]3[C:4](=[O:19])[NH:3][C:2](=[O:21])[NH:10][C:9]=3[N:8]=[CH:7]2)=[CH:13][CH:14]=1. The yield is 0.953. (2) The reactants are [CH3:1][O:2][C:3](=[O:25])[C:4](C)([CH2:9][C@H:10]1[CH2:14][C:13](=[O:15])[N:12]([C@H:16]([C:18]2[CH:23]=[CH:22][CH:21]=[CH:20][CH:19]=2)[CH3:17])[CH2:11]1)[C:5](OC)=O.[Na+].[Cl-].CS(C)=O. The product is [CH3:1][O:2][C:3](=[O:25])[CH:4]([CH3:5])[CH2:9][C@H:10]1[CH2:14][C:13](=[O:15])[N:12]([C@H:16]([C:18]2[CH:19]=[CH:20][CH:21]=[CH:22][CH:23]=2)[CH3:17])[CH2:11]1. The yield is 0.400. The catalyst is O. (3) The product is [NH2:1][C:2]1[N:6]([CH3:7])[C:5](=[O:8])[C:4]([C:21]2[CH:26]=[CH:25][C:24]([F:27])=[C:23]([C:41]3[CH:42]=[N:37][CH:38]=[N:39][CH:40]=3)[CH:22]=2)([C:9]2[CH:14]=[CH:13][C:12]([S:15]([F:20])([F:19])([F:18])([F:17])[F:16])=[CH:11][CH:10]=2)[N:3]=1. The catalyst is COCCOC.O.C1C=CC(P(C2C=CC=CC=2)[C-]2C=CC=C2)=CC=1.C1C=CC(P(C2C=CC=CC=2)[C-]2C=CC=C2)=CC=1.Cl[Pd]Cl.[Fe+2]. The reactants are [NH2:1][C:2]1[N:6]([CH3:7])[C:5](=[O:8])[C:4]([C:21]2[CH:26]=[CH:25][C:24]([F:27])=[C:23](Br)[CH:22]=2)([C:9]2[CH:14]=[CH:13][C:12]([S:15]([F:20])([F:19])([F:18])([F:17])[F:16])=[CH:11][CH:10]=2)[N:3]=1.ClCCl.C([O-])(=O)C.[K+].[N:37]1[CH:42]=[C:41](B(O)O)[CH:40]=[N:39][CH:38]=1. The yield is 0.490. (4) The reactants are [Br:1][C:2]1[CH:13]=[CH:12][C:5]([O:6][CH2:7][CH2:8][CH2:9][CH2:10][NH2:11])=[CH:4][CH:3]=1.[CH:14]1[C:26]2[CH:25]([CH2:27][O:28][C:29](=[O:108])[NH:30][CH2:31][CH2:32][O:33][CH2:34][CH2:35][O:36][CH2:37][CH2:38][O:39][CH2:40][CH2:41][O:42][CH2:43][CH2:44][O:45][CH2:46][CH2:47][O:48][CH2:49][CH2:50][O:51][CH2:52][CH2:53][O:54][CH2:55][CH2:56][O:57][CH2:58][CH2:59][O:60][CH2:61][CH2:62][O:63][CH2:64][CH2:65][O:66][CH2:67][CH2:68][O:69][CH2:70][CH2:71][O:72][CH2:73][CH2:74][O:75][CH2:76][CH2:77][O:78][CH2:79][CH2:80][O:81][CH2:82][CH2:83][O:84][CH2:85][CH2:86][O:87][CH2:88][CH2:89][O:90][CH2:91][CH2:92][O:93][CH2:94][CH2:95][O:96][CH2:97][CH2:98][O:99][CH2:100][CH2:101][O:102][CH2:103][CH2:104][C:105](O)=[O:106])[C:24]3[C:19](=[CH:20][CH:21]=[CH:22][CH:23]=3)[C:18]=2[CH:17]=[CH:16][CH:15]=1.ClCCl. The catalyst is CO. The product is [Br:1][C:2]1[CH:13]=[CH:12][C:5]([O:6][CH2:7][CH2:8][CH2:9][CH2:10][NH:11][C:105](=[O:106])[CH2:104][CH2:103][O:102][CH2:101][CH2:100][O:99][CH2:98][CH2:97][O:96][CH2:95][CH2:94][O:93][CH2:92][CH2:91][O:90][CH2:89][CH2:88][O:87][CH2:86][CH2:85][O:84][CH2:83][CH2:82][O:81][CH2:80][CH2:79][O:78][CH2:77][CH2:76][O:75][CH2:74][CH2:73][O:72][CH2:71][CH2:70][O:69][CH2:68][CH2:67][O:66][CH2:65][CH2:64][O:63][CH2:62][CH2:61][O:60][CH2:59][CH2:58][O:57][CH2:56][CH2:55][O:54][CH2:53][CH2:52][O:51][CH2:50][CH2:49][O:48][CH2:47][CH2:46][O:45][CH2:44][CH2:43][O:42][CH2:41][CH2:40][O:39][CH2:38][CH2:37][O:36][CH2:35][CH2:34][O:33][CH2:32][CH2:31][NH:30][C:29](=[O:108])[O:28][CH2:27][CH:25]2[C:26]3[CH:14]=[CH:15][CH:16]=[CH:17][C:18]=3[C:19]3[C:24]2=[CH:23][CH:22]=[CH:21][CH:20]=3)=[CH:4][CH:3]=1. The yield is 0.710. (5) The reactants are [CH3:1][O:2][C:3]([C:5]1[O:9][C:8]([C:10]2[CH:15]=[CH:14][C:13]([C:16]#[N:17])=[CH:12][CH:11]=2)=[N:7][C:6]=1[CH3:18])=[O:4].C1C(=O)N([Br:26])C(=O)C1. The catalyst is C(Cl)(Cl)(Cl)Cl. The product is [CH3:1][O:2][C:3]([C:5]1[O:9][C:8]([C:10]2[CH:15]=[CH:14][C:13]([C:16]#[N:17])=[CH:12][CH:11]=2)=[N:7][C:6]=1[CH2:18][Br:26])=[O:4]. The yield is 0.800.